This data is from Reaction yield outcomes from USPTO patents with 853,638 reactions. The task is: Predict the reaction yield, written as a fraction of the theoretical maximum amount of product (1.0 means a 100% yield; for example, 0.34 means a 34% yield). (1) The reactants are [C:1]1([CH3:21])[CH:6]=[CH:5][C:4]([S:7]([C:10]2[CH:19]=[CH:18][C:17]([OH:20])=[C:16]3[C:11]=2[CH:12]=[CH:13][CH:14]=[N:15]3)(=[O:9])=[O:8])=[CH:3][CH:2]=1.[I:22]N1C(=O)CCC1=O. The catalyst is C(Cl)(Cl)Cl. The product is [I:22][C:18]1[C:17]([OH:20])=[C:16]2[C:11]([CH:12]=[CH:13][CH:14]=[N:15]2)=[C:10]([S:7]([C:4]2[CH:3]=[CH:2][C:1]([CH3:21])=[CH:6][CH:5]=2)(=[O:9])=[O:8])[CH:19]=1. The yield is 0.470. (2) The reactants are C([O-])([O-])=O.[Na+].[Na+].[Br:7][C:8]1[CH:9]=[N:10][C:11](I)=[N:12][CH:13]=1.[OH:15][CH2:16]/[CH:17]=[CH:18]/[C:19]1[CH:24]=[CH:23][C:22](B(O)O)=[CH:21][CH:20]=1. The catalyst is C1(C)C=CC=CC=1.C(OCC)(=O)C.C1C=CC([P]([Pd]([P](C2C=CC=CC=2)(C2C=CC=CC=2)C2C=CC=CC=2)([P](C2C=CC=CC=2)(C2C=CC=CC=2)C2C=CC=CC=2)[P](C2C=CC=CC=2)(C2C=CC=CC=2)C2C=CC=CC=2)(C2C=CC=CC=2)C2C=CC=CC=2)=CC=1. The product is [Br:7][C:8]1[CH:9]=[N:10][C:11]([C:22]2[CH:23]=[CH:24][C:19](/[CH:18]=[CH:17]/[CH2:16][OH:15])=[CH:20][CH:21]=2)=[N:12][CH:13]=1. The yield is 0.180.